Task: Regression. Given a peptide amino acid sequence and an MHC pseudo amino acid sequence, predict their binding affinity value. This is MHC class I binding data.. Dataset: Peptide-MHC class I binding affinity with 185,985 pairs from IEDB/IMGT (1) The peptide sequence is SEYKAAGYL. The MHC is HLA-A01:01 with pseudo-sequence HLA-A01:01. The binding affinity (normalized) is 0.0847. (2) The peptide sequence is EVIEQWHSL. The MHC is HLA-A02:06 with pseudo-sequence HLA-A02:06. The binding affinity (normalized) is 0.706.